From a dataset of Catalyst prediction with 721,799 reactions and 888 catalyst types from USPTO. Predict which catalyst facilitates the given reaction. (1) Reactant: [NH:1]([CH2:5][CH2:6][OH:7])[CH2:2][CH2:3][OH:4].S(=O)(=O)(O)O.[O-:13][C:14]#[N:15].[K+]. Product: [OH:4][CH2:3][CH2:2][N:1]([CH2:5][CH2:6][OH:7])[C:14]([NH2:15])=[O:13]. The catalyst class is: 6. (2) Reactant: [C:1]([O:7][CH2:8][CH3:9])(=[O:6])[CH2:2][C:3]([CH3:5])=[O:4].Br[CH2:11][CH2:12][CH2:13][CH2:14][CH2:15][CH2:16][CH2:17][CH2:18][CH2:19][CH3:20].C(=O)([O-])[O-].[K+].[K+]. Product: [CH2:11]([CH:2]([C:3]([CH3:5])=[O:4])[C:1]([O:7][CH2:8][CH3:9])=[O:6])[CH2:12][CH2:13][CH2:14][CH2:15][CH2:16][CH2:17][CH2:18][CH2:19][CH3:20]. The catalyst class is: 21.